The task is: Binary Classification. Given a drug SMILES string, predict its activity (active/inactive) in a high-throughput screening assay against a specified biological target.. This data is from Orexin1 receptor HTS with 218,158 compounds and 233 confirmed actives. (1) The result is 0 (inactive). The compound is Clc1c(cc(NC(=O)/C=C\C(O)=O)cc1)C(O)=O. (2) The compound is S1C(NC(=O)c2c3c(nc(c2)c2cc(OC)c(OC)cc2)cccc3)=NCC1. The result is 0 (inactive). (3) The drug is S(=O)(=O)(c1cc2sc(nc2cc1)NC(=O)c1c(oc(c1)C)C)C. The result is 0 (inactive). (4) The compound is Clc1c(nc(Cl)cc1)C(OC(C(=O)c1ccccc1)C)=O. The result is 0 (inactive). (5) The compound is o1nc(n2nnc(c2CN(c2ccccc2)C)C(=O)N\N=C(\c2ccc(OC)cc2)C)c(n1)N. The result is 0 (inactive). (6) The drug is S1(=O)(=O)CC(N(Cc2ccc(F)cc2)C(=O)CCCC)CC1. The result is 0 (inactive). (7) The molecule is Fc1ccc(C(=O)COC(=O)CCC(=O)Nc2ccc(NC(=O)C)cc2)cc1. The result is 0 (inactive). (8) The drug is S(=O)(=O)(N1CC(CCC1)C(=O)NCc1sccc1)c1c2ncccc2ccc1. The result is 0 (inactive). (9) The molecule is O=C(Nc1ccc(cc1)c1cc(OC)ccc1)C1CCCN(C1)Cc1n(ccn1)C. The result is 0 (inactive).